Task: Predict the product of the given reaction.. Dataset: Forward reaction prediction with 1.9M reactions from USPTO patents (1976-2016) (1) Given the reactants Cl[CH2:2][CH2:3][CH2:4][Si:5]([O:12][CH2:13][CH3:14])([O:9][CH2:10][CH3:11])[O:6][CH2:7][CH3:8].[S].[S-2:16].[Na+].[Na+].[SH2:19], predict the reaction product. The product is: [CH2:7]([O:6][Si:5]([CH2:4][CH2:3][CH2:2][S:16][S:19][CH2:2][CH2:3][CH2:4][Si:5]([O:6][CH2:7][CH3:8])([O:12][CH2:13][CH3:14])[O:9][CH2:10][CH3:11])([O:12][CH2:13][CH3:14])[O:9][CH2:10][CH3:11])[CH3:8]. (2) Given the reactants [N:1]([C:4]([CH3:17])([CH3:16])[CH2:5][C:6]1[CH:11]=[CH:10][C:9]([C:12]([F:15])([F:14])[F:13])=[CH:8][CH:7]=1)=[N+]=[N-].[H][H], predict the reaction product. The product is: [CH3:17][C:4]([NH2:1])([CH3:16])[CH2:5][C:6]1[CH:7]=[CH:8][C:9]([C:12]([F:13])([F:14])[F:15])=[CH:10][CH:11]=1.